From a dataset of Forward reaction prediction with 1.9M reactions from USPTO patents (1976-2016). Predict the product of the given reaction. (1) Given the reactants Cl.CN.CN.[BH3-][C:7]#[N:8].[Na+].[C:10]([C:12]1[CH:13]=[CH:14][C:15]([NH:18][C:19]([N:21]2[C:30]3[C:25](=[CH:26][C:27]([CH:36]=O)=[C:28]([CH:31]([O:34][CH3:35])[O:32][CH3:33])[N:29]=3)[CH2:24][CH2:23][CH2:22]2)=[O:20])=[N:16][CH:17]=1)#[N:11], predict the reaction product. The product is: [C:10]([C:12]1[CH:13]=[CH:14][C:15]([NH:18][C:19]([N:21]2[C:30]3[C:25](=[CH:26][C:27]([CH2:36][NH:8][CH3:7])=[C:28]([CH:31]([O:34][CH3:35])[O:32][CH3:33])[N:29]=3)[CH2:24][CH2:23][CH2:22]2)=[O:20])=[N:16][CH:17]=1)#[N:11]. (2) Given the reactants C(OC(=O)N(CC1C=CC2N(C3CCCN(C(=O)C=C)C3)C([NH:25][C:26](=[O:34])[C:27]3[CH:32]=[CH:31][C:30]([Cl:33])=[CH:29][CH:28]=3)=NC=2C=1)[C@H](C(C)(C)C)C)C1C=CC=CC=1.Br, predict the reaction product. The product is: [Cl:33][C:30]1[CH:31]=[CH:32][C:27]([C:26]([NH2:25])=[O:34])=[CH:28][CH:29]=1. (3) Given the reactants O=C1N(CC(OC(C)(C)C)=O)C2C=CC=CC=2N1.C([O:23][C:24](=[O:43])[CH2:25][N:26]1[C:30]2[CH:31]=[C:32]([CH3:36])[CH:33]=[C:34]([CH3:35])[C:29]=2[N:28]([CH2:37][C:38]([O:40][CH3:41])=[O:39])[C:27]1=[O:42])(C)(C)C, predict the reaction product. The product is: [CH3:41][O:40][C:38](=[O:39])[CH2:37][N:28]1[C:29]2[C:34]([CH3:35])=[CH:33][C:32]([CH3:36])=[CH:31][C:30]=2[N:26]([CH2:25][C:24]([OH:43])=[O:23])[C:27]1=[O:42]. (4) The product is: [NH2:1][C:2]1[CH:7]=[CH:6][C:5]([C:8]2[CH2:9][C@@H:10]3[N:16]([CH:17]=2)[C:15](=[O:18])[C:14]2[CH:19]=[C:20]([O:61][CH3:62])[C:21]([O:23][CH2:24][CH2:25][CH2:26][O:27][C:28]4[C:58]([O:59][CH3:60])=[CH:57][C:31]5[C:32](=[O:56])[N:33]6[CH:48]=[C:47]([C:77]7[CH:78]=[CH:79][C:74]([O:73][CH3:72])=[CH:75][CH:76]=7)[CH2:46][C@H:34]6[C:35](=[O:45])[N:36]([CH2:37][O:38][CH2:39][CH2:40][Si:41]([CH3:44])([CH3:43])[CH3:42])[C:30]=5[CH:29]=4)=[CH:22][C:13]=2[N:12]([CH2:63][O:64][CH2:65][CH2:66][Si:67]([CH3:70])([CH3:69])[CH3:68])[C:11]3=[O:71])=[CH:4][CH:3]=1. Given the reactants [NH2:1][C:2]1[CH:7]=[CH:6][C:5]([C:8]2[CH2:9][C@@H:10]3[N:16]([CH:17]=2)[C:15](=[O:18])[C:14]2[CH:19]=[C:20]([O:61][CH3:62])[C:21]([O:23][CH2:24][CH2:25][CH2:26][O:27][C:28]4[C:58]([O:59][CH3:60])=[CH:57][C:31]5[C:32](=[O:56])[N:33]6[CH:48]=[C:47](S(C(F)(F)F)(=O)=O)[CH2:46][C@H:34]6[C:35](=[O:45])[N:36]([CH2:37][O:38][CH2:39][CH2:40][Si:41]([CH3:44])([CH3:43])[CH3:42])[C:30]=5[CH:29]=4)=[CH:22][C:13]=2[N:12]([CH2:63][O:64][CH2:65][CH2:66][Si:67]([CH3:70])([CH3:69])[CH3:68])[C:11]3=[O:71])=[CH:4][CH:3]=1.[CH3:72][O:73][C:74]1[CH:79]=[CH:78][C:77](B(O)O)=[CH:76][CH:75]=1.C([O-])([O-])=O.[Na+].[Na+].CCOC(C)=O, predict the reaction product. (5) Given the reactants CS(O[CH2:6][CH2:7][C:8]1([CH3:19])[O:12][C:11]2=[N:13][C:14]([N+:16]([O-:18])=[O:17])=[CH:15][N:10]2[CH2:9]1)(=O)=O.Cl.[C:21]([N:25]1[CH2:30][CH2:29][NH:28][CH2:27][C:26]1=[O:31])([CH3:24])([CH3:23])[CH3:22].C(N(CC)CC)C.[I-].[K+], predict the reaction product. The product is: [C:21]([N:25]1[CH2:30][CH2:29][N:28]([CH2:6][CH2:7][C:8]2([CH3:19])[O:12][C:11]3=[N:13][C:14]([N+:16]([O-:18])=[O:17])=[CH:15][N:10]3[CH2:9]2)[CH2:27][C:26]1=[O:31])([CH3:24])([CH3:22])[CH3:23]. (6) Given the reactants [CH3:1][NH:2][CH2:3][CH:4]([C:6]1[O:7][C:8]([C:11]2[CH:16]=[CH:15][CH:14]=[CH:13][CH:12]=2)=[CH:9][CH:10]=1)[OH:5].C(N(CC)C(C)C)(C)C.[Cl:26][C:27]1[CH:49]=[CH:48][C:30]([CH2:31][NH:32][C:33]([C:35]2[C:36](=[O:47])[C:37]3[CH:44]=[C:43]([CH2:45]Cl)[S:42][C:38]=3[N:39]([CH3:41])[CH:40]=2)=[O:34])=[CH:29][CH:28]=1.O, predict the reaction product. The product is: [Cl:26][C:27]1[CH:49]=[CH:48][C:30]([CH2:31][NH:32][C:33]([C:35]2[C:36](=[O:47])[C:37]3[CH:44]=[C:43]([CH2:45][N:2]([CH2:3][CH:4]([C:6]4[O:7][C:8]([C:11]5[CH:16]=[CH:15][CH:14]=[CH:13][CH:12]=5)=[CH:9][CH:10]=4)[OH:5])[CH3:1])[S:42][C:38]=3[N:39]([CH3:41])[CH:40]=2)=[O:34])=[CH:29][CH:28]=1. (7) Given the reactants [CH3:1][N:2]1[CH:6]=[CH:5][N:4]=[C:3]1[CH3:7].[C:8](=[O:13])([O:11]C)[O:9][CH3:10].[C:14](=O)=O, predict the reaction product. The product is: [CH3:10][O:9][C:8](=[O:11])[O-:13].[CH3:1][N+:2]1[CH:6]=[CH:5][N:4]([CH3:14])[C:3]=1[CH3:7]. (8) Given the reactants [CH3:1][C:2]1([CH3:16])[C:6](=[O:7])[N:5]([CH2:8][C:9]2[CH:10]=[CH:11][CH:12]=[CH:13][C:14]=2[Cl:15])[O:4][CH2:3]1.CO[Si](OC)(OC)OC, predict the reaction product. The product is: [CH3:1][C:2]1([CH3:16])[C:6](=[O:7])[N:5]([CH2:8][C:9]2[CH:10]=[CH:11][CH:12]=[CH:13][C:14]=2[Cl:15])[O:4][CH2:3]1. (9) Given the reactants C(OC([NH:8][C@H:9]1[CH2:14][CH2:13][C@H:12]([O:15][CH3:16])[CH2:11][CH2:10]1)=O)(C)(C)C.C(Cl)(=O)C, predict the reaction product. The product is: [CH3:16][O:15][C@H:12]1[CH2:13][CH2:14][C@H:9]([NH2:8])[CH2:10][CH2:11]1. (10) Given the reactants [F:1][C:2]1[CH:3]=[CH:4][C:5]([NH:18][C:19](=[O:31])[C:20]2[CH:25]=[CH:24][C:23](F)=[CH:22][C:21]=2[O:27][CH2:28][CH2:29][OH:30])=[C:6]([CH:17]=1)[C:7]([NH:9][C:10]1[CH:15]=[CH:14][C:13]([Cl:16])=[CH:12][N:11]=1)=[O:8].[CH3:32][N:33]1[CH2:39][CH2:38][CH2:37][NH:36][CH2:35][CH2:34]1, predict the reaction product. The product is: [F:1][C:2]1[CH:3]=[CH:4][C:5]([NH:18][C:19](=[O:31])[C:20]2[CH:25]=[CH:24][C:23]([N:36]3[CH2:37][CH2:38][CH2:39][N:33]([CH3:32])[CH2:34][CH2:35]3)=[CH:22][C:21]=2[O:27][CH2:28][CH2:29][OH:30])=[C:6]([CH:17]=1)[C:7]([NH:9][C:10]1[CH:15]=[CH:14][C:13]([Cl:16])=[CH:12][N:11]=1)=[O:8].